The task is: Predict the product of the given reaction.. This data is from Forward reaction prediction with 1.9M reactions from USPTO patents (1976-2016). (1) The product is: [ClH:1].[ClH:1].[NH2:15][CH2:14][C:11]1[CH:10]=[CH:9][C:8]([N:7]2[C:3](=[O:2])[C:4]([C:16]3[CH:17]=[N:18][CH:19]=[CH:20][CH:21]=3)=[CH:5][NH:6]2)=[N:13][CH:12]=1. Given the reactants [ClH:1].[O:2]=[C:3]1[N:7]([C:8]2[N:13]=[CH:12][C:11]([C:14]#[N:15])=[CH:10][CH:9]=2)[NH:6][CH:5]=[C:4]1[C:16]1[CH:17]=[N:18][CH:19]=[CH:20][CH:21]=1.Cl.O, predict the reaction product. (2) Given the reactants [Cl:1][C:2]1[CH:3]=[CH:4][C:5]2[N:6]([C:8]([C:11]([C:13]3[CH:14]=[C:15]4[C:20](=[CH:21][C:22]=3[F:23])[N:19]=[CH:18][CH:17]=[CH:16]4)=[O:12])=[CH:9][N:10]=2)[N:7]=1.[CH3:24][Mg]I, predict the reaction product. The product is: [Cl:1][C:2]1[CH:3]=[CH:4][C:5]2[N:6]([C:8]([C:11]([C:13]3[CH:14]=[C:15]4[C:20](=[CH:21][C:22]=3[F:23])[N:19]=[CH:18][CH:17]=[CH:16]4)([OH:12])[CH3:24])=[CH:9][N:10]=2)[N:7]=1. (3) Given the reactants [CH3:1][O:2][C:3]1[CH:12]=[C:11]2[C:6]([CH:7]=[CH:8][CH2:9][CH:10]2[CH2:13][CH2:14][NH:15][C:16](=[O:18])[CH3:17])=[CH:5][CH:4]=1.C(C1C(=O)C(Cl)=C(Cl)C(=O)C=1C#N)#N, predict the reaction product. The product is: [CH3:1][O:2][C:3]1[CH:12]=[C:11]2[C:6]([CH:7]=[CH:8][CH:9]=[C:10]2[CH2:13][CH2:14][NH:15][C:16](=[O:18])[CH3:17])=[CH:5][CH:4]=1. (4) Given the reactants CC1C=CC(S(O[CH2:12][CH2:13][N:14]2[C:18]([NH:19][C:20]([C:33]3[CH:38]=[CH:37][CH:36]=[CH:35][CH:34]=3)([C:27]3[CH:32]=[CH:31][CH:30]=[CH:29][CH:28]=3)[C:21]3[CH:26]=[CH:25][CH:24]=[CH:23][CH:22]=3)=[CH:17][CH:16]=[N:15]2)(=O)=O)=CC=1.[N-:39]=[N+:40]=[N-:41].[Na+], predict the reaction product. The product is: [N:39]([CH2:12][CH2:13][N:14]1[C:18]([NH:19][C:20]([C:33]2[CH:38]=[CH:37][CH:36]=[CH:35][CH:34]=2)([C:27]2[CH:28]=[CH:29][CH:30]=[CH:31][CH:32]=2)[C:21]2[CH:26]=[CH:25][CH:24]=[CH:23][CH:22]=2)=[CH:17][CH:16]=[N:15]1)=[N+:40]=[N-:41]. (5) Given the reactants [Br:1][C:2]1[CH:3]=[CH:4][C:5]([C:8]([OH:10])=O)=[N:6][CH:7]=1.[N:11]1([CH2:17][CH2:18][OH:19])[CH2:16][CH2:15][NH:14][CH2:13][CH2:12]1.CN(C(ON1N=NC2C=CC=CC1=2)=[N+](C)C)C.F[P-](F)(F)(F)(F)F.C1C=CC2N(O)N=NC=2C=1.CCN(C(C)C)C(C)C, predict the reaction product. The product is: [Br:1][C:2]1[CH:3]=[CH:4][C:5]([C:8]([N:14]2[CH2:15][CH2:16][N:11]([CH2:17][CH2:18][OH:19])[CH2:12][CH2:13]2)=[O:10])=[N:6][CH:7]=1.